This data is from Full USPTO retrosynthesis dataset with 1.9M reactions from patents (1976-2016). The task is: Predict the reactants needed to synthesize the given product. The reactants are: [CH3:1][C:2]1[CH:7]=[CH:6][CH:5]=[C:4]([CH3:8])[C:3]=1[C:9]([N:11]1[CH2:16][CH2:15][C:14]([CH3:30])([N:17]2[CH2:22][CH2:21][CH:20]([NH:23][C:24]3[CH:29]=[CH:28][CH:27]=[CH:26][CH:25]=3)[CH2:19][CH2:18]2)[CH2:13][CH2:12]1)=[O:10].[CH3:31][O:32][C:33](=[O:42])[C:34]1[CH:39]=[CH:38][C:37]([CH2:40]Br)=[CH:36][CH:35]=1. Given the product [CH3:31][O:32][C:33](=[O:42])[C:34]1[CH:39]=[CH:38][C:37]([CH2:40][N:23]([CH:20]2[CH2:21][CH2:22][N:17]([C:14]3([CH3:30])[CH2:15][CH2:16][N:11]([C:9](=[O:10])[C:3]4[C:4]([CH3:8])=[CH:5][CH:6]=[CH:7][C:2]=4[CH3:1])[CH2:12][CH2:13]3)[CH2:18][CH2:19]2)[C:24]2[CH:29]=[CH:28][CH:27]=[CH:26][CH:25]=2)=[CH:36][CH:35]=1, predict the reactants needed to synthesize it.